Dataset: Reaction yield outcomes from USPTO patents with 853,638 reactions. Task: Predict the reaction yield, written as a fraction of the theoretical maximum amount of product (1.0 means a 100% yield; for example, 0.34 means a 34% yield). (1) The reactants are [Br:1][C:2]1[CH:3]=[C:4]([CH2:7][NH:8][C:9]([C:12]2[C:16]([NH:17][CH2:18][CH2:19][O:20][CH3:21])=[N:15][O:14][N:13]=2)=[N:10][OH:11])[O:5][CH:6]=1.[C:22](N1C=CN=C1)(N1C=CN=C1)=[O:23]. The catalyst is C(OCC)(=O)C. The product is [Br:1][C:2]1[CH:3]=[C:4]([CH2:7][N:8]2[C:22](=[O:23])[O:11][N:10]=[C:9]2[C:12]2[C:16]([NH:17][CH2:18][CH2:19][O:20][CH3:21])=[N:15][O:14][N:13]=2)[O:5][CH:6]=1. The yield is 0.900. (2) The reactants are [C:1]([C:3]1([C:7]2[CH:8]=[C:9]([CH:13]=[CH:14][CH:15]=2)[C:10]([OH:12])=O)[CH2:6][CH2:5][CH2:4]1)#[N:2].C(Cl)(=O)C(Cl)=O.O1CCCC1.[NH2:27][C:28]1[C:29]([F:51])=[CH:30][C:31]([Cl:50])=[C:32]([CH:49]=1)[O:33][C:34]1[CH:35]=[CH:36][C:37]2[N:38]([CH:40]=[C:41]([NH:43][C:44]([CH:46]3[CH2:48][CH2:47]3)=[O:45])[N:42]=2)[N:39]=1. The catalyst is CN(C)C=O.CN1CCCC1=O. The product is [Cl:50][C:31]1[C:32]([O:33][C:34]2[CH:35]=[CH:36][C:37]3[N:38]([CH:40]=[C:41]([NH:43][C:44]([CH:46]4[CH2:47][CH2:48]4)=[O:45])[N:42]=3)[N:39]=2)=[CH:49][C:28]([NH:27][C:10](=[O:12])[C:9]2[CH:13]=[CH:14][CH:15]=[C:7]([C:3]3([C:1]#[N:2])[CH2:4][CH2:5][CH2:6]3)[CH:8]=2)=[C:29]([F:51])[CH:30]=1. The yield is 0.680. (3) The reactants are [NH2:1][C:2]1[CH:7]=[CH:6][N:5]=[CH:4][C:3]=1[S:8]([NH2:11])(=[O:10])=[O:9].[CH3:12][O:13][C:14](=[O:20])[CH2:15][C:16](OC)=O. No catalyst specified. The product is [CH3:12][O:13][C:14](=[O:20])[CH2:15][C:16]1[NH:1][C:2]2[CH:7]=[CH:6][N:5]=[CH:4][C:3]=2[S:8](=[O:10])(=[O:9])[N:11]=1. The yield is 0.370. (4) The reactants are I[C:2]1[C:3]([CH:17]([CH3:19])[CH3:18])=[N:4][N:5]([C:7]2[CH:12]=[CH:11][C:10]([C:13]([F:16])([F:15])[F:14])=[CH:9][N:8]=2)[CH:6]=1.C1(P(C2C=CC=CC=2)C2C=CC=CC=2)C=CC=CC=1.C(=O)([O-])O.[Na+].[CH2:44]([OH:47])[CH:45]=[CH2:46]. The catalyst is [Cl-].C([N+](CC)(CC)CC)C1C=CC=CC=1.C([O-])(=O)C.[Pd+2].C([O-])(=O)C.CN1CCCC1=O.O. The product is [CH:17]([C:3]1[C:2]([CH2:46][CH2:45][CH:44]=[O:47])=[CH:6][N:5]([C:7]2[CH:12]=[CH:11][C:10]([C:13]([F:16])([F:15])[F:14])=[CH:9][N:8]=2)[N:4]=1)([CH3:19])[CH3:18]. The yield is 0.630.